From a dataset of Forward reaction prediction with 1.9M reactions from USPTO patents (1976-2016). Predict the product of the given reaction. (1) Given the reactants [NH2:1][N:2]1[C:7](=[O:8])[C:6]([C:9]2[NH:14][C:13]3[CH:15]=[CH:16][CH:17]=[CH:18][C:12]=3[S:11](=[O:20])(=[O:19])[N:10]=2)=[C:5]([OH:21])[C:4]2[S:22][CH:23]=[CH:24][C:3]1=2.[CH3:25][CH:26]([CH3:30])[CH2:27][CH:28]=O, predict the reaction product. The product is: [O:19]=[S:11]1(=[O:20])[C:12]2[CH:18]=[CH:17][CH:16]=[CH:15][C:13]=2[NH:14][C:9]([C:6]2[C:7](=[O:8])[N:2]([N:1]=[CH:28][CH2:27][CH:26]([CH3:30])[CH3:25])[C:3]3[CH:24]=[CH:23][S:22][C:4]=3[C:5]=2[OH:21])=[N:10]1. (2) Given the reactants [CH3:1][N:2]1[CH2:7][CH2:6][N:5]([C:8]2[CH:13]=[CH:12][C:11]([NH2:14])=[CH:10][CH:9]=2)[CH2:4][CH2:3]1.Cl[C:16]1[N:34]=[C:19]2[C:20]([NH:24][CH2:25][C:26]3[CH:31]=[CH:30][C:29]([O:32][CH3:33])=[CH:28][CH:27]=3)=[CH:21][CH:22]=[CH:23][N:18]2[N:17]=1, predict the reaction product. The product is: [CH3:33][O:32][C:29]1[CH:28]=[CH:27][C:26]([CH2:25][NH:24][C:20]2[C:19]3[N:18]([N:17]=[C:16]([NH:14][C:11]4[CH:12]=[CH:13][C:8]([N:5]5[CH2:4][CH2:3][N:2]([CH3:1])[CH2:7][CH2:6]5)=[CH:9][CH:10]=4)[N:34]=3)[CH:23]=[CH:22][CH:21]=2)=[CH:31][CH:30]=1. (3) Given the reactants [F:1][C:2]1[CH:7]=[CH:6][CH:5]=[CH:4][C:3]=1[SH:8].Br[CH2:10][CH2:11][CH2:12][Cl:13], predict the reaction product. The product is: [F:1][C:2]1[CH:7]=[CH:6][CH:5]=[CH:4][C:3]=1[S:8][CH2:10][CH2:11][CH2:12][Cl:13]. (4) The product is: [CH2:1]([O:7][C:8]1[CH:9]=[C:10]([CH:18]=[CH:19][CH:20]=1)[O:11][CH2:12][CH2:13][CH2:14][CH2:15][CH2:16][NH:27][CH3:26])[CH2:2][CH2:3][CH2:4][CH2:5][CH3:6]. Given the reactants [CH2:1]([O:7][C:8]1[CH:9]=[C:10]([CH:18]=[CH:19][CH:20]=1)[O:11][CH2:12][CH2:13][CH2:14][CH2:15][CH:16]=O)[CH2:2][CH2:3][CH2:4][CH2:5][CH3:6].C1COCC1.[CH3:26][NH2:27].[BH-](OC(C)=O)(OC(C)=O)OC(C)=O.[Na+], predict the reaction product. (5) Given the reactants Br[C:2]1[CH:3]=[C:4]([C:9]([OH:11])=O)[CH:5]=[N:6][C:7]=1Cl.[N:12]1[CH:17]=[CH:16][CH:15]=[C:14]([CH2:18][OH:19])[CH:13]=1.[F:20][C:21]1[CH:26]=[CH:25][C:24](B(O)O)=[CH:23][CH:22]=1.[NH2:30][CH2:31][C@@:32]([CH3:37])([CH:34]1[CH2:36][CH2:35]1)[OH:33], predict the reaction product. The product is: [CH:34]1([C@:32]([OH:33])([CH3:37])[CH2:31][NH:30][C:18](=[O:19])[C:14]2[CH:15]=[C:16]([C:24]3[CH:25]=[CH:26][C:21]([F:20])=[CH:22][CH:23]=3)[C:17]([O:11][CH2:9][C:4]3[CH:5]=[N:6][CH:7]=[CH:2][CH:3]=3)=[N:12][CH:13]=2)[CH2:36][CH2:35]1. (6) Given the reactants CS(O[CH2:6][CH2:7][O:8][C:9]1[CH:14]=[CH:13][CH:12]=[C:11]([O:15][C:16]2[CH:21]=[CH:20][C:19]([CH2:22][N:23]([CH2:36][C:37]3[CH:42]=[CH:41][CH:40]=[CH:39][CH:38]=3)[C:24]3[CH:29]=[CH:28][CH:27]=[C:26]([NH:30][S:31]([CH3:34])(=[O:33])=[O:32])[C:25]=3[CH3:35])=[CH:18][CH:17]=2)[CH:10]=1)(=O)=O.[NH:43]1[CH2:53][CH2:52][CH2:51][CH2:50][CH:44]1[C:45]([O:47][CH2:48][CH3:49])=[O:46], predict the reaction product. The product is: [CH2:36]([N:23]([CH2:22][C:19]1[CH:18]=[CH:17][C:16]([O:15][C:11]2[CH:10]=[C:9]([CH:14]=[CH:13][CH:12]=2)[O:8][CH2:7][CH2:6][N:43]2[CH2:53][CH2:52][CH2:51][CH2:50][CH:44]2[C:45]([O:47][CH2:48][CH3:49])=[O:46])=[CH:21][CH:20]=1)[C:24]1[CH:29]=[CH:28][CH:27]=[C:26]([NH:30][S:31]([CH3:34])(=[O:33])=[O:32])[C:25]=1[CH3:35])[C:37]1[CH:38]=[CH:39][CH:40]=[CH:41][CH:42]=1. (7) Given the reactants [Na+].[C:2]([O:6][C@@H:7]([C:12]1[C:13]([CH3:32])=[CH:14][C:15]2[N:16]([CH:26]=[C:27]([C:29]([O-:31])=O)[N:28]=2)[C:17]=1[N:18]1[CH2:23][CH2:22][C:21]([CH3:25])([CH3:24])[CH2:20][CH2:19]1)[C:8]([O:10][CH3:11])=[O:9])([CH3:5])([CH3:4])[CH3:3].CCN(C(C)C)[CH:36]([CH3:38])[CH3:37].CN(C(ON1N=N[C:52]2[CH:53]=[CH:54][CH:55]=[N:56][C:51]1=2)=[N+](C)C)C.[F:59][P-](F)(F)(F)(F)F.C[N:67]([CH:69]=O)C, predict the reaction product. The product is: [C:2]([O:6][C@@H:7]([C:12]1[C:13]([CH3:32])=[CH:14][C:15]2[N:16]([CH:26]=[C:27]([C:29](=[O:31])[NH:56][CH:55]([C:69]#[N:67])[CH2:54][C:53]3[CH:38]=[CH:36][C:37]([F:59])=[CH:51][CH:52]=3)[N:28]=2)[C:17]=1[N:18]1[CH2:23][CH2:22][C:21]([CH3:24])([CH3:25])[CH2:20][CH2:19]1)[C:8]([O:10][CH3:11])=[O:9])([CH3:4])([CH3:5])[CH3:3]. (8) Given the reactants [CH3:1][C:2]1[N:3]=[C:4]2[CH:12]=[CH:11][CH:10]=[C:9]3[N:5]2[C:6]=1[C:7](=[O:13])[NH:8]3.[H-].[Na+].Br[CH2:17][CH2:18][CH2:19][N:20]1[C:24](=[O:25])[C:23]2=[CH:26][CH:27]=[CH:28][CH:29]=[C:22]2[C:21]1=[O:30].O, predict the reaction product. The product is: [CH3:1][C:2]1[N:3]=[C:4]2[CH:12]=[CH:11][CH:10]=[C:9]3[N:5]2[C:6]=1[C:7](=[O:13])[N:8]3[CH2:17][CH2:18][CH2:19][N:20]1[C:24](=[O:25])[C:23]2=[CH:26][CH:27]=[CH:28][CH:29]=[C:22]2[C:21]1=[O:30]. (9) Given the reactants C1(C)C(C(N)=O)=CC=CC=1.C(OC(=O)[NH:17][CH2:18][CH2:19][CH2:20][N:21]([CH:31]([C:35]1[N:44]([CH2:45][C:46]2[CH:51]=[CH:50][CH:49]=[CH:48][CH:47]=2)[C:43](=[O:52])[C:42]2[C:37](=[N:38][CH:39]=[CH:40][N:41]=2)[N:36]=1)[CH:32]([CH3:34])[CH3:33])[C:22](=[O:30])[C:23]1[CH:28]=[CH:27][C:26]([CH3:29])=[CH:25][CH:24]=1)(C)(C)C, predict the reaction product. The product is: [NH2:17][CH2:18][CH2:19][CH2:20][N:21]([CH:31]([C:35]1[N:44]([CH2:45][C:46]2[CH:47]=[CH:48][CH:49]=[CH:50][CH:51]=2)[C:43](=[O:52])[C:42]2[C:37](=[N:38][CH:39]=[CH:40][N:41]=2)[N:36]=1)[CH:32]([CH3:34])[CH3:33])[C:22](=[O:30])[C:23]1[CH:28]=[CH:27][C:26]([CH3:29])=[CH:25][CH:24]=1. (10) Given the reactants [Cl:1][C:2]1[CH:7]=[CH:6][CH:5]=[CH:4][C:3]=1[NH:8][C:9]1[N:14]2[N:15]=[CH:16][C:17]([S:18]([NH2:21])(=[O:20])=[O:19])=[C:13]2[N:12]=[CH:11][C:10]=1[C:22]([N:24]1[CH2:29][CH2:28][CH:27]([C:30]2[CH:35]=[CH:34][CH:33]=[CH:32][CH:31]=2)[CH2:26][CH2:25]1)=[O:23].C(=O)([O-])[O-].[K+].[K+].[CH2:42]([N:44]=[C:45]=[O:46])[CH3:43].[Cl-].[NH4+], predict the reaction product. The product is: [Cl:1][C:2]1[CH:7]=[CH:6][CH:5]=[CH:4][C:3]=1[NH:8][C:9]1[N:14]2[N:15]=[CH:16][C:17]([S:18]([NH:21][C:45](=[O:46])[NH:44][CH2:42][CH3:43])(=[O:19])=[O:20])=[C:13]2[N:12]=[CH:11][C:10]=1[C:22]([N:24]1[CH2:25][CH2:26][CH:27]([C:30]2[CH:35]=[CH:34][CH:33]=[CH:32][CH:31]=2)[CH2:28][CH2:29]1)=[O:23].